Dataset: Catalyst prediction with 721,799 reactions and 888 catalyst types from USPTO. Task: Predict which catalyst facilitates the given reaction. (1) Reactant: [OH:1][C@H:2]([CH3:47])[C@H:3]([NH:16][C:17]([C:19]1[NH:20][C:21]([C:24]2[CH:29]=[C:28]([O:30][Si:31]([CH:38]([CH3:40])[CH3:39])([CH:35]([CH3:37])[CH3:36])[CH:32]([CH3:34])[CH3:33])[CH:27]=[C:26]([O:41][C@@H:42]([CH3:46])[CH2:43][O:44][CH3:45])[CH:25]=2)=[CH:22][CH:23]=1)=O)[CH2:4][O:5][Si:6]([CH:13]([CH3:15])[CH3:14])([CH:10]([CH3:12])[CH3:11])[CH:7]([CH3:9])[CH3:8].CS(O)(=O)=O.C(N(CC)CC)C.[Cl-].[NH4+]. Product: [CH3:45][O:44][CH2:43][C@@H:42]([O:41][C:26]1[CH:25]=[C:24]([C:21]2[NH:20][C:19]([C:17]3[O:1][C@@H:2]([CH3:47])[C@@H:3]([CH2:4][O:5][Si:6]([CH:13]([CH3:15])[CH3:14])([CH:7]([CH3:9])[CH3:8])[CH:10]([CH3:11])[CH3:12])[N:16]=3)=[CH:23][CH:22]=2)[CH:29]=[C:28]([O:30][Si:31]([CH:32]([CH3:34])[CH3:33])([CH:35]([CH3:36])[CH3:37])[CH:38]([CH3:40])[CH3:39])[CH:27]=1)[CH3:46]. The catalyst class is: 7. (2) Reactant: C12BC(CCC1)CCC2.[C:10]([O:14][C:15]([NH:17][CH2:18][CH2:19][CH2:20][CH2:21][C@H:22]([NH:30][C:31]([NH:33][C@@H:34]1[CH2:49][C:48]2=[CH:50][CH:51]=[C:45]([CH:46]=[CH:47]2)[O:44][CH2:43][CH:42]=[CH:41][CH2:40][O:39][CH2:38][C@H:37]([CH:52]([CH3:54])[CH3:53])[NH:36][C:35]1=[O:55])=[O:32])[C:23]([O:25][C:26]([CH3:29])([CH3:28])[CH3:27])=[O:24])=[O:16])([CH3:13])([CH3:12])[CH3:11].[OH-:56].[Na+].OO. Product: [C:10]([O:14][C:15]([NH:17][CH2:18][CH2:19][CH2:20][CH2:21][C@H:22]([NH:30][C:31]([NH:33][C@@H:34]1[CH2:49][C:48]2=[CH:47][CH:46]=[C:45]([CH:51]=[CH:50]2)[O:44][CH2:43][CH2:42][CH:41]([OH:56])[CH2:40][O:39][CH2:38][C@H:37]([CH:52]([CH3:53])[CH3:54])[NH:36][C:35]1=[O:55])=[O:32])[C:23]([O:25][C:26]([CH3:29])([CH3:28])[CH3:27])=[O:24])=[O:16])([CH3:11])([CH3:12])[CH3:13]. The catalyst class is: 1. (3) Reactant: [N+:1]([C:4]1[CH:5]=[C:6]([CH:9]=[C:10]([C:12]([F:15])([F:14])[F:13])[CH:11]=1)[CH:7]=O)([O-:3])=[O:2].[CH:16]([C:19]1[CH:20]=[CH:21][C:22]([O:37][CH3:38])=[C:23]([C:25]2[CH:30]=[CH:29][C:28]([C:31]([F:34])([F:33])[F:32])=[CH:27][C:26]=2[CH2:35][NH2:36])[CH:24]=1)([CH3:18])[CH3:17].[BH3-]C#N.[Na+].O. Product: [CH:16]([C:19]1[CH:20]=[CH:21][C:22]([O:37][CH3:38])=[C:23]([C:25]2[CH:30]=[CH:29][C:28]([C:31]([F:32])([F:33])[F:34])=[CH:27][C:26]=2[CH2:35][NH:36][CH2:7][C:6]2[CH:9]=[C:10]([C:12]([F:15])([F:14])[F:13])[CH:11]=[C:4]([N+:1]([O-:3])=[O:2])[CH:5]=2)[CH:24]=1)([CH3:18])[CH3:17]. The catalyst class is: 130. (4) Reactant: [CH3:1][C:2]1[C:10]2[C:9](=[O:11])[CH:8]=[C:7]([C:12]3[CH:17]=[CH:16][C:15]([N:18]4[CH2:23][CH2:22][N:21](C(OC(C)(C)C)=O)[CH2:20][CH2:19]4)=[CH:14][CH:13]=3)[NH:6][C:5]=2[N:4]([C:31]2[CH:36]=[CH:35][CH:34]=[CH:33][CH:32]=2)[N:3]=1. Product: [CH3:1][C:2]1[C:10]2[C:9](=[O:11])[CH:8]=[C:7]([C:12]3[CH:13]=[CH:14][C:15]([N:18]4[CH2:23][CH2:22][NH:21][CH2:20][CH2:19]4)=[CH:16][CH:17]=3)[NH:6][C:5]=2[N:4]([C:31]2[CH:36]=[CH:35][CH:34]=[CH:33][CH:32]=2)[N:3]=1. The catalyst class is: 281. (5) Reactant: [Cl:1][C:2]1[CH:7]=[C:6]([O:8][C:9]([F:12])([F:11])[F:10])[CH:5]=[C:4]([Cl:13])[C:3]=1[N:14]=[C:15]=[O:16].[NH2:17][C:18]1[CH:19]=[C:20]([C:41]2[CH:46]=[CH:45][C:44]([O:47][CH3:48])=[CH:43][CH:42]=2)[CH:21]=[CH:22][C:23]=1[C:24]([NH:26][C@@H:27]([CH:35]1[CH2:40][CH2:39][CH2:38][CH2:37][CH2:36]1)[C:28]([O:30][C:31]([CH3:34])([CH3:33])[CH3:32])=[O:29])=[O:25].CCCCCC.C(OCC)(=O)C. Product: [CH:35]1([C@H:27]([NH:26][C:24]([C:23]2[CH:22]=[CH:21][C:20]([C:41]3[CH:42]=[CH:43][C:44]([O:47][CH3:48])=[CH:45][CH:46]=3)=[CH:19][C:18]=2[NH:17][C:15]([NH:14][C:3]2[C:2]([Cl:1])=[CH:7][C:6]([O:8][C:9]([F:10])([F:12])[F:11])=[CH:5][C:4]=2[Cl:13])=[O:16])=[O:25])[C:28]([O:30][C:31]([CH3:32])([CH3:33])[CH3:34])=[O:29])[CH2:40][CH2:39][CH2:38][CH2:37][CH2:36]1. The catalyst class is: 17. (6) The catalyst class is: 2. Product: [CH3:1][NH:2][C:3]([C:5]1[CH:10]=[C:9]([O:11][C:12]2[CH:18]=[CH:17][C:15]([NH:16][C:26]([NH:25][C:24]3[CH:19]=[CH:20][C:21]4[O:31][C:30]([F:33])([F:32])[O:29][C:28]([F:34])([F:35])[C:22]=4[CH:23]=3)=[O:27])=[CH:14][CH:13]=2)[CH:8]=[CH:7][N:6]=1)=[O:4]. Reactant: [CH3:1][NH:2][C:3]([C:5]1[CH:10]=[C:9]([O:11][C:12]2[CH:18]=[CH:17][C:15]([NH2:16])=[CH:14][CH:13]=2)[CH:8]=[CH:7][N:6]=1)=[O:4].[CH:19]1[C:24]([N:25]=[C:26]=[O:27])=[CH:23][C:22]2[C:28]([F:35])([F:34])[O:29][C:30]([F:33])([F:32])[O:31][C:21]=2[CH:20]=1. (7) Reactant: [CH:1]([C:3]1[CH:10]=[CH:9][C:6]([CH2:7]Cl)=[CH:5][CH:4]=1)=[CH2:2].CS(C)=O.[C-:15]#[N:16].[K+]. Product: [CH:1]([C:3]1[CH:10]=[CH:9][C:6]([CH2:7][C:15]#[N:16])=[CH:5][CH:4]=1)=[CH2:2]. The catalyst class is: 6.